This data is from Reaction yield outcomes from USPTO patents with 853,638 reactions. The task is: Predict the reaction yield, written as a fraction of the theoretical maximum amount of product (1.0 means a 100% yield; for example, 0.34 means a 34% yield). (1) The reactants are [NH2:1][C:2]1[CH:7]=[CH:6][C:5]([C:8]([F:11])([F:10])[F:9])=[CH:4][C:3]=1[C:12]([C:14]1[CH:19]=[CH:18][CH:17]=[CH:16][CH:15]=1)=O.[NH:20]1[C:24]([CH2:25][C:26](O)=[O:27])=[N:23][N:22]=[N:21]1.CCCP1(OP(CCC)(=O)OP(CCC)(=O)O1)=O.O. The catalyst is C(OCC)(=O)C. The product is [C:14]1([C:12]2[C:3]3[C:2](=[CH:7][CH:6]=[C:5]([C:8]([F:11])([F:10])[F:9])[CH:4]=3)[NH:1][C:26](=[O:27])[C:25]=2[C:24]2[NH:23][N:22]=[N:21][N:20]=2)[CH:19]=[CH:18][CH:17]=[CH:16][CH:15]=1. The yield is 0.940. (2) The reactants are C([N:8]1[CH2:13][CH2:12][O:11][CH:10]([C:14]2[CH:19]=[CH:18][CH:17]=[C:16]([O:20][CH3:21])[CH:15]=2)[CH2:9]1)C1C=CC=CC=1.[H][H]. The catalyst is CO.[OH-].[OH-].[Pd+2]. The product is [CH3:21][O:20][C:16]1[CH:15]=[C:14]([CH:10]2[O:11][CH2:12][CH2:13][NH:8][CH2:9]2)[CH:19]=[CH:18][CH:17]=1. The yield is 0.560. (3) The reactants are C(OC([N:8]1[CH2:13][CH2:12][CH:11]([NH:14][C:15]2[CH:20]=[C:19]([F:21])[C:18]([CH3:22])=[CH:17][C:16]=2[NH2:23])[CH2:10][CH2:9]1)=O)(C)(C)C.[CH:24]([O-])([O-])OC. The catalyst is C(O)=O. The product is [F:21][C:19]1[C:18]([CH3:22])=[CH:17][C:16]2[N:23]=[CH:24][N:14]([CH:11]3[CH2:10][CH2:9][NH:8][CH2:13][CH2:12]3)[C:15]=2[CH:20]=1. The yield is 0.990. (4) The yield is 0.347. The catalyst is CN(C=O)C.O. The product is [Cl:64][C:65]1[CH:76]=[CH:75][CH:74]=[CH:73][C:66]=1[O:67][CH:68]1[CH2:72][CH2:71][N:70]([C:25](=[O:27])[CH2:24][NH:23][C:21]([C:19]2[N:18]=[CH:17][N:16]([C:10]3[CH:11]=[CH:12][CH:13]=[CH:14][CH:15]=3)[CH:20]=2)=[O:22])[CH2:69]1. The reactants are CCN(C(C)C)C(C)C.[C:10]1([N:16]2[CH:20]=[C:19]([C:21]([NH:23][CH2:24][C:25]([OH:27])=O)=[O:22])[N:18]=[CH:17]2)[CH:15]=[CH:14][CH:13]=[CH:12][CH:11]=1.C1(N2C=C(C(O)=O)N=C2)C=CC=CC=1.C1C=CC2N(O)N=NC=2C=1.CCN=C=NCCCN(C)C.Cl.[Cl:64][C:65]1[CH:76]=[CH:75][CH:74]=[CH:73][C:66]=1[O:67][CH:68]1[CH2:72][CH2:71][NH:70][CH2:69]1.FC(F)(F)C1C=C(C=CC=1)OC1CCNC1. (5) The reactants are [Cl:1][C:2]1[CH:11]=[C:10](F)[CH:9]=[CH:8][C:3]=1[C:4]([NH:6][CH3:7])=[O:5].[CH3:13][N:14]1[CH2:19][CH2:18][NH:17][CH2:16][CH2:15]1. No catalyst specified. The product is [Cl:1][C:2]1[CH:11]=[C:10]([N:17]2[CH2:18][CH2:19][N:14]([CH3:13])[CH2:15][CH2:16]2)[CH:9]=[CH:8][C:3]=1[C:4]([NH:6][CH3:7])=[O:5]. The yield is 0.520. (6) The reactants are [Cl:1][C:2]1[CH:7]=[C:6]([CH3:8])[CH:5]=[C:4]([Cl:9])[N:3]=1.FC(F)(F)C(OC(=O)C(F)(F)F)=O.[N+:23]([O-])([OH:25])=[O:24].S(S([O-])=O)([O-])(=O)=O.[Na+].[Na+].[OH-].[Na+]. The catalyst is O. The product is [Cl:1][C:2]1[C:7]([N+:23]([O-:25])=[O:24])=[C:6]([CH3:8])[CH:5]=[C:4]([Cl:9])[N:3]=1. The yield is 0.930.